This data is from Full USPTO retrosynthesis dataset with 1.9M reactions from patents (1976-2016). The task is: Predict the reactants needed to synthesize the given product. (1) The reactants are: [CH:1]([C:3]1[N:8]=[N:7][C:6]2[O:9][CH2:10][CH2:11][CH2:12][C:5]=2[CH:4]=1)=C.O.I([O-])(=O)(=O)=[O:15].[Na+]. Given the product [N:7]1[C:6]2[O:9][CH2:10][CH2:11][CH2:12][C:5]=2[CH:4]=[C:3]([CH:1]=[O:15])[N:8]=1, predict the reactants needed to synthesize it. (2) Given the product [Cl:1][C:2]1[N:10]=[C:9]([Cl:11])[CH:8]=[CH:7][C:3]=1[C:4]([N:13]([CH2:14][CH:15]([OH:16])[C:17]1[CH:22]=[CH:21][CH:20]=[CH:19][CH:18]=1)[CH3:12])=[O:5], predict the reactants needed to synthesize it. The reactants are: [Cl:1][C:2]1[N:10]=[C:9]([Cl:11])[CH:8]=[CH:7][C:3]=1[C:4](Cl)=[O:5].[CH3:12][NH:13][CH2:14][CH:15]([C:17]1[CH:22]=[CH:21][CH:20]=[CH:19][CH:18]=1)[OH:16].CCN(CC)CC. (3) Given the product [Cl:11][C:12]1[CH:17]=[CH:16][CH:15]=[C:14]([CH3:18])[C:13]=1[S:19]([N:22]1[CH2:27][CH2:26][CH2:25][CH2:24][CH:23]1[CH:28]=[O:29])(=[O:21])=[O:20], predict the reactants needed to synthesize it. The reactants are: C(Cl)(=O)C(Cl)=O.CS(C)=O.[Cl:11][C:12]1[CH:17]=[CH:16][CH:15]=[C:14]([CH3:18])[C:13]=1[S:19]([N:22]1[CH2:27][CH2:26][CH2:25][CH2:24][CH:23]1[CH2:28][OH:29])(=[O:21])=[O:20].C(N(CC)CC)C. (4) Given the product [CH2:1]([N:3]1[C:7]2=[N:8][C:9]([CH2:59][CH3:60])=[C:10]([CH2:19][NH:20][C:21]([C:23]3[CH:28]=[CH:27][C:26]([C:29]([NH:31][CH2:32][C:33]4[CH:34]=[C:35]([C:39]5[CH:44]=[CH:43][CH:42]=[C:41]([CH2:45][N:46]6[CH2:47][CH2:48][NH:49][CH2:50][CH2:51]6)[CH:40]=5)[CH:36]=[CH:37][CH:38]=4)=[O:30])=[CH:25][CH:24]=3)=[O:22])[C:11]([NH:12][CH:13]3[CH2:14][CH2:15][O:16][CH2:17][CH2:18]3)=[C:6]2[CH:5]=[N:4]1)[CH3:2], predict the reactants needed to synthesize it. The reactants are: [CH2:1]([N:3]1[C:7]2=[N:8][C:9]([CH2:59][CH3:60])=[C:10]([CH2:19][NH:20][C:21]([C:23]3[CH:28]=[CH:27][C:26]([C:29]([NH:31][CH2:32][C:33]4[CH:34]=[C:35]([C:39]5[CH:44]=[CH:43][CH:42]=[C:41]([CH2:45][N:46]6[CH2:51][CH2:50][N:49](C(OC(C)(C)C)=O)[CH2:48][CH2:47]6)[CH:40]=5)[CH:36]=[CH:37][CH:38]=4)=[O:30])=[CH:25][CH:24]=3)=[O:22])[C:11]([NH:12][CH:13]3[CH2:18][CH2:17][O:16][CH2:15][CH2:14]3)=[C:6]2[CH:5]=[N:4]1)[CH3:2].C(O)(C(F)(F)F)=O. (5) Given the product [Cl:1][C:2]1[CH:3]=[C:4]([C:12]2[O:16][N:15]=[C:14]([CH2:17][OH:18])[CH:13]=2)[CH:5]=[CH:6][C:7]=1[O:8][CH:9]([CH3:11])[CH3:10], predict the reactants needed to synthesize it. The reactants are: [Cl:1][C:2]1[CH:3]=[C:4]([C:12]2[O:16][N:15]=[C:14]([C:17](OCC)=[O:18])[CH:13]=2)[CH:5]=[CH:6][C:7]=1[O:8][CH:9]([CH3:11])[CH3:10].[H-].[Al+3].[Li+].[H-].[H-].[H-]. (6) Given the product [Cl:7][C:8]1[C:17]2[C:12](=[CH:13][C:14]([S:18]([NH:6][C:2]3[S:1][CH:5]=[CH:4][N:3]=3)(=[O:20])=[O:19])=[CH:15][CH:16]=2)[CH:11]=[CH:10][N:9]=1, predict the reactants needed to synthesize it. The reactants are: [S:1]1[CH:5]=[CH:4][N:3]=[C:2]1[NH2:6].[Cl:7][C:8]1[C:17]2[C:12](=[CH:13][C:14]([S:18](OC3C(F)=C(F)C(F)=C(F)C=3F)(=[O:20])=[O:19])=[CH:15][CH:16]=2)[CH:11]=[CH:10][N:9]=1.[Li+].C[Si]([N-][Si](C)(C)C)(C)C. (7) Given the product [CH2:2]([O:4][C:5]([C:7]1[C:19]2[CH2:18][CH2:17][C:16]3[CH:15]=[N:14][CH:13]=[CH:12][C:11]=3[C:10]=2[NH:9][CH:8]=1)=[O:6])[CH3:3], predict the reactants needed to synthesize it. The reactants are: Br.[CH2:2]([O:4][C:5]([C:7]1[C:19]2[CH2:18][CH2:17][C:16]3[CH:15]=[N:14][CH:13]=[CH:12][C:11]=3[C:10]=2[NH:9][C:8]=1Br)=[O:6])[CH3:3].[Li+].[Cl-]. (8) Given the product [SH:35][C:2]1[C:7]([N+:8]([O-:10])=[O:9])=[C:6]([NH:11][C@H:12]([C:14]2[N:15]([C:29]3[CH:34]=[CH:33][CH:32]=[CH:31][CH:30]=3)[C:16](=[O:28])[C:17]3[C:22]([CH:23]=2)=[CH:21][CH:20]=[CH:19][C:18]=3[C:24]([F:27])([F:26])[F:25])[CH3:13])[CH:5]=[CH:4][N:3]=1, predict the reactants needed to synthesize it. The reactants are: Cl[C:2]1[C:7]([N+:8]([O-:10])=[O:9])=[C:6]([NH:11][C@H:12]([C:14]2[N:15]([C:29]3[CH:34]=[CH:33][CH:32]=[CH:31][CH:30]=3)[C:16](=[O:28])[C:17]3[C:22]([CH:23]=2)=[CH:21][CH:20]=[CH:19][C:18]=3[C:24]([F:27])([F:26])[F:25])[CH3:13])[CH:5]=[CH:4][N:3]=1.[SH-:35].[Na+].